From a dataset of Forward reaction prediction with 1.9M reactions from USPTO patents (1976-2016). Predict the product of the given reaction. (1) Given the reactants [Cl:1][C:2]1[CH:3]=[C:4]([CH:9]([C:26]([F:29])([F:28])[F:27])/[CH:10]=[CH:11]/[C:12]2[CH:24]=[CH:23][C:15]([C:16]([NH:18][CH:19]3[CH2:22]S[CH2:20]3)=[O:17])=[C:14]([F:25])[CH:13]=2)[CH:5]=[C:6]([Cl:8])[CH:7]=1.O[O:31][S:32]([O-:34])=O.[K+], predict the reaction product. The product is: [Cl:1][C:2]1[CH:3]=[C:4]([CH:9]([C:26]([F:29])([F:28])[F:27])/[CH:10]=[CH:11]/[C:12]2[CH:24]=[CH:23][C:15]([C:16]([NH:18][CH:19]3[CH2:22][S:32](=[O:34])(=[O:31])[CH2:20]3)=[O:17])=[C:14]([F:25])[CH:13]=2)[CH:5]=[C:6]([Cl:8])[CH:7]=1. (2) Given the reactants [F:1][C:2]([F:10])([F:9])[CH:3]=[CH:4][C:5]([F:8])([F:7])[F:6], predict the reaction product. The product is: [F:1][C:2]([F:10])([F:9])/[CH:3]=[CH:4]\[C:5]([F:8])([F:7])[F:6]. (3) Given the reactants [Sn](Cl)Cl.Cl.[Cl:5][C:6]1[CH:24]=[CH:23][C:9]([O:10][CH2:11][C:12]2[CH:19]=[CH:18][CH:17]=[C:16]([N+:20]([O-])=O)[C:13]=2[C:14]#[N:15])=[C:8]([CH3:25])[CH:7]=1.[OH-].[K+], predict the reaction product. The product is: [NH2:20][C:16]1[CH:17]=[CH:18][CH:19]=[C:12]([CH2:11][O:10][C:9]2[CH:23]=[CH:24][C:6]([Cl:5])=[CH:7][C:8]=2[CH3:25])[C:13]=1[C:14]#[N:15]. (4) Given the reactants Br[CH2:2][CH2:3][CH2:4][NH:5][S:6]([C:9]1[CH:14]=[CH:13][C:12]([C:15]#[N:16])=[CH:11][CH:10]=1)(=[O:8])=[O:7].[C:17]([O:21][C:22]([N:24]1[CH2:31][CH:30]2[O:32][CH:26]([CH2:27][NH:28][CH2:29]2)[CH2:25]1)=[O:23])([CH3:20])([CH3:19])[CH3:18].C([O-])([O-])=O.[K+].[K+], predict the reaction product. The product is: [C:17]([O:21][C:22]([N:24]1[CH2:25][CH:26]2[O:32][CH:30]([CH2:29][N:28]([CH2:2][CH2:3][CH2:4][NH:5][S:6]([C:9]3[CH:14]=[CH:13][C:12]([C:15]#[N:16])=[CH:11][CH:10]=3)(=[O:8])=[O:7])[CH2:27]2)[CH2:31]1)=[O:23])([CH3:20])([CH3:18])[CH3:19]. (5) Given the reactants C[O:2][C:3](=[O:52])[C@@H:4]([NH:21][C:22]([C@@H:24]1[CH2:33][C:32]2[CH:31]=[C:30]3[O:34][CH2:35][C@H:36]([C:38]4[CH:43]=[CH:42][C:41]([O:44][CH2:45][CH:46]5[CH2:51][CH2:50][CH2:49][CH2:48][CH2:47]5)=[CH:40][CH:39]=4)[O:37][C:29]3=[CH:28][C:27]=2[CH2:26][NH:25]1)=[O:23])[CH2:5][C:6]1[CH:11]=[CH:10][C:9]([O:12][C:13]2[CH:18]=[CH:17][N:16]=[C:15]([CH3:19])[C:14]=2[CH3:20])=[CH:8][CH:7]=1.[N:53]([C:56]([CH3:59])([CH3:58])[CH3:57])=[C:54]=[O:55], predict the reaction product. The product is: [C:56]([NH:53][C:54]([N:25]1[C@H:24]([C:22]([NH:21][C@@H:4]([CH2:5][C:6]2[CH:7]=[CH:8][C:9]([O:12][C:13]3[CH:18]=[CH:17][N:16]=[C:15]([CH3:19])[C:14]=3[CH3:20])=[CH:10][CH:11]=2)[C:3]([OH:2])=[O:52])=[O:23])[CH2:33][C:32]2[CH:31]=[C:30]3[O:34][CH2:35][C@H:36]([C:38]4[CH:43]=[CH:42][C:41]([O:44][CH2:45][CH:46]5[CH2:47][CH2:48][CH2:49][CH2:50][CH2:51]5)=[CH:40][CH:39]=4)[O:37][C:29]3=[CH:28][C:27]=2[CH2:26]1)=[O:55])([CH3:59])([CH3:58])[CH3:57]. (6) Given the reactants Cl[CH2:2][C:3]1[CH:24]=[CH:23][C:6]([O:7][CH2:8][C:9]2[N:10]=[C:11]([C:15]3[CH:16]=[C:17]([CH:20]=[CH:21][CH:22]=3)[C:18]#[N:19])[O:12][C:13]=2[CH3:14])=[C:5]([O:25][CH3:26])[CH:4]=1.[OH:27][C:28]1[C:32]([CH:33]=[O:34])=[CH:31][N:30]([C:35]2[CH:40]=[CH:39][CH:38]=[CH:37][CH:36]=2)[N:29]=1.C(=O)([O-])[O-].[K+].[K+].CN(C)C=O, predict the reaction product. The product is: [CH:33]([C:32]1[C:28]([O:27][CH2:2][C:3]2[CH:24]=[CH:23][C:6]([O:7][CH2:8][C:9]3[N:10]=[C:11]([C:15]4[CH:16]=[C:17]([CH:20]=[CH:21][CH:22]=4)[C:18]#[N:19])[O:12][C:13]=3[CH3:14])=[C:5]([O:25][CH3:26])[CH:4]=2)=[N:29][N:30]([C:35]2[CH:40]=[CH:39][CH:38]=[CH:37][CH:36]=2)[CH:31]=1)=[O:34]. (7) Given the reactants [CH:1]1([CH2:6][C:7]([N:9]2[CH2:15][CH2:14][CH2:13][NH:12][CH2:11][CH2:10]2)=[O:8])[CH2:5][CH2:4][CH2:3][CH2:2]1.[CH:16]([C:19]1[CH:24]=[CH:23][C:22]([N:25]=[C:26]=[S:27])=[CH:21][CH:20]=1)([CH3:18])[CH3:17].CO, predict the reaction product. The product is: [CH:16]([C:19]1[CH:24]=[CH:23][C:22]([NH:25][C:26]([N:12]2[CH2:13][CH2:14][CH2:15][N:9]([C:7](=[O:8])[CH2:6][CH:1]3[CH2:5][CH2:4][CH2:3][CH2:2]3)[CH2:10][CH2:11]2)=[S:27])=[CH:21][CH:20]=1)([CH3:18])[CH3:17]. (8) The product is: [NH2:27][C:25]([C:22]1[NH:2][CH:3]=[C:4]([C:5]([O:7][CH2:8][CH3:9])=[O:6])[C:10]=1[C:11]1[CH:16]=[CH:15][C:14]([N+:17]([O-:19])=[O:18])=[C:13]([F:20])[CH:12]=1)=[O:26]. Given the reactants C[N:2]([CH3:22])[CH:3]=[C:4]([C:10](=O)[C:11]1[CH:16]=[CH:15][C:14]([N+:17]([O-:19])=[O:18])=[C:13]([F:20])[CH:12]=1)[C:5]([O:7][CH2:8][CH3:9])=[O:6].NC(C(N)=O)[C:25]([NH2:27])=[O:26], predict the reaction product.